Predict the reactants needed to synthesize the given product. From a dataset of Full USPTO retrosynthesis dataset with 1.9M reactions from patents (1976-2016). Given the product [F:21][C:14]1[CH:13]=[C:12]2[C:17]([C:18](=[O:20])[CH:19]=[C:10]([C:8]([NH:7][CH:4]3[CH2:3][CH2:2][N:1]([CH2:22]/[CH:23]=[CH:24]/[C:25]4[CH:30]=[CH:29][CH:28]=[CH:27][CH:26]=4)[CH2:6][CH2:5]3)=[O:9])[O:11]2)=[CH:16][CH:15]=1, predict the reactants needed to synthesize it. The reactants are: [NH:1]1[CH2:6][CH2:5][CH:4]([NH:7][C:8]([C:10]2[O:11][C:12]3[C:17]([C:18](=[O:20])[CH:19]=2)=[CH:16][CH:15]=[C:14]([F:21])[CH:13]=3)=[O:9])[CH2:3][CH2:2]1.[CH2:22](Cl)[CH:23]=[CH:24][C:25]1[CH:30]=[CH:29][CH:28]=[CH:27][CH:26]=1.C(N(CC)CC)C.